This data is from Catalyst prediction with 721,799 reactions and 888 catalyst types from USPTO. The task is: Predict which catalyst facilitates the given reaction. Reactant: F[P-](F)(F)(F)(F)F.N1(OC(N(C)C)=[N+](C)C)C2C=CC=CC=2N=N1.[OH:25][C:26]1[CH:27]=[C:28]([CH:43]=[CH:44][CH:45]=1)[CH2:29][NH:30][C:31]([C:33]1[CH:41]=[CH:40][C:36]([C:37]([OH:39])=O)=[C:35]([CH3:42])[CH:34]=1)=[O:32].[CH3:46][O:47][C:48](=[O:57])[CH:49]([P:51]([O:55][CH3:56])([O:53][CH3:54])=[O:52])[NH2:50].C(N(C(C)C)CC)(C)C. Product: [CH3:46][O:47][C:48](=[O:57])[CH:49]([P:51]([O:53][CH3:54])([O:55][CH3:56])=[O:52])[NH:50][C:37](=[O:39])[C:36]1[CH:40]=[CH:41][C:33]([C:31]([NH:30][CH2:29][C:28]2[CH:43]=[CH:44][CH:45]=[C:26]([OH:25])[CH:27]=2)=[O:32])=[CH:34][C:35]=1[CH3:42]. The catalyst class is: 42.